Dataset: Peptide-MHC class I binding affinity with 185,985 pairs from IEDB/IMGT. Task: Regression. Given a peptide amino acid sequence and an MHC pseudo amino acid sequence, predict their binding affinity value. This is MHC class I binding data. (1) The peptide sequence is EEIRRIWRQ. The MHC is HLA-B08:01 with pseudo-sequence HLA-B08:01. The binding affinity (normalized) is 0.0847. (2) The peptide sequence is PSEKRIGAY. The MHC is HLA-B07:02 with pseudo-sequence HLA-B07:02. The binding affinity (normalized) is 0.0847. (3) The peptide sequence is LTDSSTLLV. The MHC is HLA-A01:01 with pseudo-sequence HLA-A01:01. The binding affinity (normalized) is 0.744. (4) The peptide sequence is ATVVIGTSK. The MHC is HLA-B07:02 with pseudo-sequence HLA-B07:02. The binding affinity (normalized) is 0.0847. (5) The peptide sequence is TIDGRIVTL. The MHC is HLA-A02:01 with pseudo-sequence HLA-A02:01. The binding affinity (normalized) is 0.290. (6) The peptide sequence is RLRPGGKKK. The MHC is HLA-B51:01 with pseudo-sequence HLA-B51:01. The binding affinity (normalized) is 0. (7) The peptide sequence is PLRAWRHRAR. The MHC is Patr-A0101 with pseudo-sequence Patr-A0101. The binding affinity (normalized) is 0.616.